Dataset: Full USPTO retrosynthesis dataset with 1.9M reactions from patents (1976-2016). Task: Predict the reactants needed to synthesize the given product. Given the product [NH2:9][C:13]1([C:17]2[CH:22]=[CH:21][C:20]([C:23]3[O:24][C:25]4[CH:37]=[C:36]([C:38]([NH2:39])=[O:40])[CH:35]=[CH:34][C:26]=4[C:27]=3[C:28]3[CH:33]=[CH:32][CH:31]=[CH:30][CH:29]=3)=[CH:19][CH:18]=2)[CH2:14][CH2:15][CH2:16]1, predict the reactants needed to synthesize it. The reactants are: C(=O)(O)N.C([N:9]([C:13]1([C:17]2[CH:22]=[CH:21][C:20]([C:23]3[O:24][C:25]4[CH:37]=[C:36]([C:38](=[O:40])[NH2:39])[CH:35]=[CH:34][C:26]=4[C:27]=3[C:28]3[CH:33]=[CH:32][CH:31]=[CH:30][CH:29]=3)=[CH:19][CH:18]=2)[CH2:16][CH2:15][CH2:14]1)C(=O)O)(C)(C)C.C(O)(C(F)(F)F)=O.